Dataset: NCI-60 drug combinations with 297,098 pairs across 59 cell lines. Task: Regression. Given two drug SMILES strings and cell line genomic features, predict the synergy score measuring deviation from expected non-interaction effect. (1) Drug 1: CCN(CC)CCNC(=O)C1=C(NC(=C1C)C=C2C3=C(C=CC(=C3)F)NC2=O)C. Drug 2: CCC1(C2=C(COC1=O)C(=O)N3CC4=CC5=C(C=CC(=C5CN(C)C)O)N=C4C3=C2)O.Cl. Cell line: SNB-19. Synergy scores: CSS=45.4, Synergy_ZIP=-2.22, Synergy_Bliss=-2.45, Synergy_Loewe=-44.1, Synergy_HSA=-3.01. (2) Drug 1: C1=CC(=CC=C1CCCC(=O)O)N(CCCl)CCCl. Drug 2: CC=C1C(=O)NC(C(=O)OC2CC(=O)NC(C(=O)NC(CSSCCC=C2)C(=O)N1)C(C)C)C(C)C. Cell line: HCT-15. Synergy scores: CSS=15.2, Synergy_ZIP=-6.48, Synergy_Bliss=-2.55, Synergy_Loewe=-3.03, Synergy_HSA=-2.66.